This data is from Peptide-MHC class II binding affinity with 134,281 pairs from IEDB. The task is: Regression. Given a peptide amino acid sequence and an MHC pseudo amino acid sequence, predict their binding affinity value. This is MHC class II binding data. (1) The peptide sequence is TPEAKFDSFVASLTE. The MHC is HLA-DPA10103-DPB10301 with pseudo-sequence HLA-DPA10103-DPB10301. The binding affinity (normalized) is 0.294. (2) The peptide sequence is CGRRHSVRIRVRSGG. The MHC is HLA-DQA10401-DQB10402 with pseudo-sequence HLA-DQA10401-DQB10402. The binding affinity (normalized) is 0. (3) The peptide sequence is FFDLPLPWTSGATTE. The MHC is DRB1_1302 with pseudo-sequence DRB1_1302. The binding affinity (normalized) is 0.159. (4) The peptide sequence is EHREVLWKFDSQLAHRH. The MHC is HLA-DPA10301-DPB10402 with pseudo-sequence HLA-DPA10301-DPB10402. The binding affinity (normalized) is 0.289.